Dataset: Full USPTO retrosynthesis dataset with 1.9M reactions from patents (1976-2016). Task: Predict the reactants needed to synthesize the given product. (1) The reactants are: [Cl:1][C:2]1[CH:3]=[C:4]([CH:9]=[CH:10][C:11]=1[CH:12]1[S:18][CH2:17][CH2:16][NH:15][C:14]2[N:19]([CH3:28])[N:20]=[C:21]([C:22]3[CH:27]=[CH:26][CH:25]=[CH:24][N:23]=3)[C:13]1=2)[C:5]([O:7]C)=O.[C-]#[N:30].[K+].N. Given the product [Cl:1][C:2]1[CH:3]=[C:4]([CH:9]=[CH:10][C:11]=1[CH:12]1[S:18][CH2:17][CH2:16][NH:15][C:14]2[N:19]([CH3:28])[N:20]=[C:21]([C:22]3[CH:27]=[CH:26][CH:25]=[CH:24][N:23]=3)[C:13]1=2)[C:5]([NH2:30])=[O:7], predict the reactants needed to synthesize it. (2) Given the product [F:21][C:22]1[CH:30]=[C:29]2[C:25]([C:26]([C:2]3[CH:3]=[CH:4][C:5]4[S:9](=[O:11])(=[O:10])[N:8]([CH:12]5[CH2:17][CH2:16][NH:15][C:14](=[O:18])[CH2:13]5)[CH:7]([CH3:19])[C:6]=4[CH:20]=3)=[CH:27][N:28]2[C:31]([O:33][C:34]([CH3:37])([CH3:36])[CH3:35])=[O:32])=[CH:24][CH:23]=1, predict the reactants needed to synthesize it. The reactants are: Br[C:2]1[CH:3]=[CH:4][C:5]2[S:9](=[O:11])(=[O:10])[N:8]([CH:12]3[CH2:17][CH2:16][NH:15][C:14](=[O:18])[CH2:13]3)[CH:7]([CH3:19])[C:6]=2[CH:20]=1.[F:21][C:22]1[CH:30]=[C:29]2[C:25]([C:26](B3OC(C)(C)C(C)(C)O3)=[CH:27][N:28]2[C:31]([O:33][C:34]([CH3:37])([CH3:36])[CH3:35])=[O:32])=[CH:24][CH:23]=1.C([O-])([O-])=O.[Cs+].[Cs+]. (3) Given the product [Cl:1][C:2]1[CH:3]=[C:4]2[C:9](=[CH:10][CH:11]=1)[N:8]=[C:7]([O:12][CH3:13])[C:6]([NH:14][C:15]([N:30]1[CH2:29][CH2:28][N:27]([C:24]3[CH:23]=[CH:22][C:21]([F:20])=[CH:26][CH:25]=3)[CH2:32][CH2:31]1)=[O:19])=[N:5]2, predict the reactants needed to synthesize it. The reactants are: [Cl:1][C:2]1[CH:3]=[C:4]2[C:9](=[CH:10][CH:11]=1)[N:8]=[C:7]([O:12][CH3:13])[C:6]([NH:14][C:15](=[O:19])OCC)=[N:5]2.[F:20][C:21]1[CH:26]=[CH:25][C:24]([N:27]2[CH2:32][CH2:31][NH:30][CH2:29][CH2:28]2)=[CH:23][CH:22]=1. (4) Given the product [N:21]1[CH:26]=[CH:25][CH:24]=[C:23]([NH:27][C:28]([N:10]2[CH2:11][CH2:12][C:13]3[C:14](=[N:15][CH:16]=[CH:17][N:18]=3)[C@H:9]2[C:6]2[CH:7]=[CH:8][C:3]([C:2]([F:1])([F:19])[F:20])=[CH:4][CH:5]=2)=[O:29])[CH:22]=1, predict the reactants needed to synthesize it. The reactants are: [F:1][C:2]([F:20])([F:19])[C:3]1[CH:8]=[CH:7][C:6]([C@@H:9]2[C:14]3=[N:15][CH:16]=[CH:17][N:18]=[C:13]3[CH2:12][CH2:11][NH:10]2)=[CH:5][CH:4]=1.[N:21]1[CH:26]=[CH:25][CH:24]=[C:23]([N:27]=[C:28]=[O:29])[CH:22]=1. (5) Given the product [O:5]=[C:4]1[C:3]2[C:2](=[CH:10][CH:9]=[CH:8][CH:7]=2)[N:1]=[C:11]([C:12]([O:14][CH2:15][CH3:16])=[O:13])[NH:6]1, predict the reactants needed to synthesize it. The reactants are: [NH2:1][C:2]1[CH:10]=[CH:9][CH:8]=[CH:7][C:3]=1[C:4]([NH2:6])=[O:5].[C:11](OCC)(=O)[C:12]([O:14][CH2:15][CH3:16])=[O:13].